From a dataset of Peptide-MHC class II binding affinity with 134,281 pairs from IEDB. Regression. Given a peptide amino acid sequence and an MHC pseudo amino acid sequence, predict their binding affinity value. This is MHC class II binding data. The peptide sequence is TKFKYLAGDYLSLAD. The MHC is DRB1_0301 with pseudo-sequence DRB1_0301. The binding affinity (normalized) is 0.191.